Task: Predict which catalyst facilitates the given reaction.. Dataset: Catalyst prediction with 721,799 reactions and 888 catalyst types from USPTO Reactant: [CH2:1]([N:4]([CH2:21][CH:22]=[CH2:23])[CH:5]1[CH2:9][CH:8]([O:10][CH2:11][C:12]2[CH:17]=[CH:16][C:15]([O:18][CH3:19])=[CH:14][CH:13]=2)[CH2:7][CH:6]1O)[CH:2]=[CH2:3].C([N:26](CC)CC)C.CS(Cl)(=O)=O.[OH-].[NH4+]. Product: [CH3:19][O:18][C:15]1[CH:16]=[CH:17][C:12]([CH2:11][O:10][CH:8]2[CH2:9][CH:5]([N:4]([CH2:21][CH:22]=[CH2:23])[CH2:1][CH:2]=[CH2:3])[CH:6]([NH2:26])[CH2:7]2)=[CH:13][CH:14]=1. The catalyst class is: 237.